Task: Predict the product of the given reaction.. Dataset: Forward reaction prediction with 1.9M reactions from USPTO patents (1976-2016) (1) Given the reactants [OH:1][C@H:2]1[CH2:6][N:5]([C:7](=[O:15])[CH2:8][C:9]2[O:13][N:12]=[C:11]([CH3:14])[CH:10]=2)[C@H:4]([C:16]([OH:18])=O)[CH2:3]1.[O:19]1[C:23]2[CH:24]=[CH:25][CH:26]=[CH:27][C:22]=2[CH:21]=[C:20]1[CH:28]([NH2:30])[CH3:29].CCN(C(C)C)C(C)C.CN(C(ON1N=NC2C=CC=NC1=2)=[N+](C)C)C.F[P-](F)(F)(F)(F)F, predict the reaction product. The product is: [O:19]1[C:23]2[CH:24]=[CH:25][CH:26]=[CH:27][C:22]=2[CH:21]=[C:20]1[CH:28]([NH:30][C:16]([C@@H:4]1[CH2:3][C@@H:2]([OH:1])[CH2:6][N:5]1[C:7](=[O:15])[CH2:8][C:9]1[O:13][N:12]=[C:11]([CH3:14])[CH:10]=1)=[O:18])[CH3:29]. (2) Given the reactants [Br:1][C:2]1[CH:8]=[CH:7][C:6]([N+:9]([O-:11])=[O:10])=[CH:5][C:3]=1[NH2:4].CCN(C(C)C)C(C)C.[C:21](Cl)(=[O:23])[CH3:22], predict the reaction product. The product is: [Br:1][C:2]1[CH:8]=[CH:7][C:6]([N+:9]([O-:11])=[O:10])=[CH:5][C:3]=1[NH:4][C:21](=[O:23])[CH3:22]. (3) Given the reactants COC1C=CC(C2CCC3C(=CC=C(OC)C=3)C2)=C(N)C=1.BrC1C=CC(OCCN2CCCCCC2)=NC=1.[N:39]1([CH2:46][CH2:47][O:48][C:49]2[N:54]=[CH:53][C:52]([NH:55][C:56]3[CH:61]=[C:60]([O:62]C)[CH:59]=[CH:58][C:57]=3[CH:64]3[CH2:73][CH2:72][C:71]4[C:66](=[CH:67][CH:68]=[C:69]([O:74]C)[CH:70]=4)[CH2:65]3)=[CH:51][CH:50]=2)[CH2:45][CH2:44][CH2:43][CH2:42][CH2:41][CH2:40]1, predict the reaction product. The product is: [N:39]1([CH2:46][CH2:47][O:48][C:49]2[N:54]=[CH:53][C:52]([NH:55][C:56]3[CH:61]=[C:60]([OH:62])[CH:59]=[CH:58][C:57]=3[CH:64]3[CH2:73][CH2:72][C:71]4[CH:70]=[C:69]([OH:74])[CH:68]=[CH:67][C:66]=4[CH2:65]3)=[CH:51][CH:50]=2)[CH2:45][CH2:44][CH2:43][CH2:42][CH2:41][CH2:40]1. (4) Given the reactants [N+:1]([C:4]1[CH:13]=[CH:12][CH:11]=[C:10]2[C:5]=1[CH:6]=[CH:7][C:8](Cl)=[N:9]2)([O-])=O.[F:15][C:16]1[CH:17]=[C:18]([S:23](Cl)(=[O:25])=[O:24])[CH:19]=[C:20]([F:22])[CH:21]=1.[O:27]([CH2:34][CH2:35][NH2:36])[C:28]1[CH:33]=[CH:32][CH:31]=[CH:30][CH:29]=1, predict the reaction product. The product is: [F:15][C:16]1[CH:17]=[C:18]([S:23]([NH:1][C:4]2[CH:13]=[CH:12][CH:11]=[C:10]3[C:5]=2[CH:6]=[CH:7][C:8]([NH:36][CH2:35][CH2:34][O:27][C:28]2[CH:33]=[CH:32][CH:31]=[CH:30][CH:29]=2)=[N:9]3)(=[O:25])=[O:24])[CH:19]=[C:20]([F:22])[CH:21]=1. (5) Given the reactants [Br:1][C:2]1[C:3]([O:23][CH3:24])=[C:4]([C:9]([CH2:12][S:13]([C:16]2[CH:21]=[CH:20][CH:19]=[C:18](Cl)[CH:17]=2)(=[O:15])=[O:14])=[CH:10][CH:11]=1)[C:5]([O:7][CH3:8])=[O:6].BrC1C(OC)=C(C(CSC2C=CC([F:44])=CC=2)=CC=1)C(OC)=O, predict the reaction product. The product is: [Br:1][C:2]1[C:3]([O:23][CH3:24])=[C:4]([C:9]([CH2:12][S:13]([C:16]2[CH:21]=[CH:20][C:19]([F:44])=[CH:18][CH:17]=2)(=[O:15])=[O:14])=[CH:10][CH:11]=1)[C:5]([O:7][CH3:8])=[O:6]. (6) Given the reactants [N:10]1[CH:11]=[CH:12][CH:13]=[N:14][C:9]=1[S:8][S:8][C:9]1[N:14]=[CH:13][CH:12]=[CH:11][N:10]=1.[Br:15][C:16]1[C:17]2[CH:18]=[C:19]3[CH:28]([CH2:29][C:30]([O:32]C)=[O:31])[CH2:27][CH2:26][N:20]3[C:21]=2[CH:22]=[C:23]([F:25])[CH:24]=1, predict the reaction product. The product is: [Br:15][C:16]1[C:17]2[C:18]([S:8][C:9]3[N:10]=[CH:11][CH:12]=[CH:13][N:14]=3)=[C:19]3[CH:28]([CH2:29][C:30]([OH:32])=[O:31])[CH2:27][CH2:26][N:20]3[C:21]=2[CH:22]=[C:23]([F:25])[CH:24]=1. (7) The product is: [Br:1][C:11]1[CH:12]=[C:13]2[C:8](=[CH:9][CH:10]=1)[NH:7][C:6](=[O:14])[CH:5]2[CH2:3][CH3:4]. Given the reactants [Br:1]Br.[CH2:3]([CH:5]1[C:13]2[C:8](=[CH:9][CH:10]=[CH:11][CH:12]=2)[NH:7][C:6]1=[O:14])[CH3:4].C([O-])(=O)C.[Na+].C(O)(=O)C, predict the reaction product. (8) Given the reactants Cl[C:2]1[CH:7]=[C:6]([N:8]2[CH2:13][CH2:12][O:11][CH2:10][CH2:9]2)[N:5]=[C:4]([N:14]2[C:18]3[CH:19]=[CH:20][CH:21]=[CH:22][C:17]=3[N:16]=[C:15]2[CH:23]([F:25])[F:24])[N:3]=1.[N:26]1[CH:31]=[CH:30][CH:29]=[C:28](B(O)O)[CH:27]=1, predict the reaction product. The product is: [F:24][CH:23]([F:25])[C:15]1[N:14]([C:4]2[N:5]=[C:6]([N:8]3[CH2:13][CH2:12][O:11][CH2:10][CH2:9]3)[CH:7]=[C:2]([C:28]3[CH:27]=[N:26][CH:31]=[CH:30][CH:29]=3)[N:3]=2)[C:18]2[CH:19]=[CH:20][CH:21]=[CH:22][C:17]=2[N:16]=1. (9) Given the reactants [O:1]1[CH2:6][CH2:5][N:4]([C:7]2[N:8]=[CH:9][C:10]3[CH:16]=[C:15]([C:17]([O:19]C)=[O:18])[C:14](=[O:21])[NH:13][C:11]=3[N:12]=2)[CH2:3][CH2:2]1, predict the reaction product. The product is: [O:1]1[CH2:2][CH2:3][N:4]([C:7]2[N:8]=[CH:9][C:10]3[CH:16]=[C:15]([C:17]([OH:19])=[O:18])[C:14](=[O:21])[NH:13][C:11]=3[N:12]=2)[CH2:5][CH2:6]1. (10) Given the reactants [Br:1][C:2]1[C:3]([OH:12])=[C:4]([CH:7]=[C:8]([O:10][CH3:11])[CH:9]=1)[C:5]#[N:6].IC.N12CCCN=C1CCCC[CH2:16]2, predict the reaction product. The product is: [Br:1][C:2]1[C:3]([O:12][CH3:16])=[C:4]([CH:7]=[C:8]([O:10][CH3:11])[CH:9]=1)[C:5]#[N:6].